Dataset: Catalyst prediction with 721,799 reactions and 888 catalyst types from USPTO. Task: Predict which catalyst facilitates the given reaction. (1) Reactant: [F:1][C:2]1[CH:3]=[C:4]2[C:9](=[CH:10][CH:11]=1)[O:8][CH2:7][CH2:6][C:5]2=[O:12].[N-:13]=[N+]=[N-].[Na+].O. Product: [F:1][C:2]1[CH:11]=[CH:10][C:9]2[O:8][CH2:7][CH2:6][NH:13][C:5](=[O:12])[C:4]=2[CH:3]=1. The catalyst class is: 65. (2) Reactant: B(Cl)(Cl)Cl.[NH2:5][C:6]1[C:11]([Cl:12])=[CH:10][N:9]([C@H:13]2[C@H:17]([OH:18])[C@H:16]([O:19]CC3C=CC=CC=3)[C@:15]([CH2:30][O:31]CC3C=CC=CC=3)([CH:27]([F:29])[F:28])[O:14]2)[C:8](=[O:39])[N:7]=1.N1C=CC=CC=1.CO. Product: [NH2:5][C:6]1[C:11]([Cl:12])=[CH:10][N:9]([C@H:13]2[C@H:17]([OH:18])[C@H:16]([OH:19])[C@@:15]([CH:27]([F:28])[F:29])([CH2:30][OH:31])[O:14]2)[C:8](=[O:39])[N:7]=1. The catalyst class is: 4. (3) Reactant: [C:1]([C@H:5]1[CH2:10][CH2:9][C@H:8]([O:11][C:12]2[CH:13]=[C:14]3[C:19](=[CH:20][CH:21]=2)[CH:18]=[C:17]([CH2:22][N:23]2[CH2:28][CH2:27][C:26](C)([C:29]([O:31]CC)=[O:30])[CH2:25][CH2:24]2)[CH:16]=[CH:15]3)[CH2:7][CH2:6]1)([CH3:4])([CH3:3])[CH3:2].[OH-].[Na+].O.Cl. Product: [C:1]([C@H:5]1[CH2:10][CH2:9][C@H:8]([O:11][C:12]2[CH:13]=[C:14]3[C:19](=[CH:20][CH:21]=2)[CH:18]=[C:17]([CH2:22][N:23]2[CH2:24][CH2:25][CH:26]([C:29]([OH:31])=[O:30])[CH2:27][CH2:28]2)[CH:16]=[CH:15]3)[CH2:7][CH2:6]1)([CH3:4])([CH3:2])[CH3:3]. The catalyst class is: 5. (4) Reactant: F[C:2]1[CH:7]=[CH:6][C:5]([C:8]2[C:13]3[O:14][C:15]4[CH:20]=[CH:19][CH:18]=[CH:17][C:16]=4[C:12]=3[CH:11]=[CH:10][CH:9]=2)=[CH:4][CH:3]=1.[Br:21][C:22]1[CH:23]=[CH:24][C:25]2[NH:26][C:27]3[C:32]([C:33]=2[CH:34]=1)=[CH:31][CH:30]=[CH:29][CH:28]=3.[OH-].[Na+]. Product: [Br:21][C:22]1[CH:23]=[CH:24][C:25]2[N:26]([C:2]3[CH:7]=[CH:6][C:5]([C:8]4[C:13]5[O:14][C:15]6[CH:20]=[CH:19][CH:18]=[CH:17][C:16]=6[C:12]=5[CH:11]=[CH:10][CH:9]=4)=[CH:4][CH:3]=3)[C:27]3[C:32]([C:33]=2[CH:34]=1)=[CH:31][CH:30]=[CH:29][CH:28]=3. The catalyst class is: 9. (5) Reactant: [NH2:1][C:2]1[CH:7]=[CH:6][CH:5]=[CH:4][CH:3]=1.Br[C:9]1[N:14]=[C:13]2[N:15]([Si](C(C)C)(C(C)C)C(C)C)[CH:16]=[CH:17][C:12]2=[CH:11][CH:10]=1.[Br-].C1(C2C=CC=CC=2)C=CC=CC=1P(C(C)(C)C)C(C)(C)C.CC([O-])(C)C.[Na+].C(O)(C(F)(F)F)=O. Product: [C:2]1([NH:1][C:9]2[N:14]=[C:13]3[NH:15][CH:16]=[CH:17][C:12]3=[CH:11][CH:10]=2)[CH:7]=[CH:6][CH:5]=[CH:4][CH:3]=1. The catalyst class is: 222.